From a dataset of NCI-60 drug combinations with 297,098 pairs across 59 cell lines. Regression. Given two drug SMILES strings and cell line genomic features, predict the synergy score measuring deviation from expected non-interaction effect. Drug 1: CC12CCC3C(C1CCC2=O)CC(=C)C4=CC(=O)C=CC34C. Drug 2: CC12CCC3C(C1CCC2O)C(CC4=C3C=CC(=C4)O)CCCCCCCCCS(=O)CCCC(C(F)(F)F)(F)F. Cell line: MCF7. Synergy scores: CSS=32.2, Synergy_ZIP=-6.61, Synergy_Bliss=-5.54, Synergy_Loewe=-2.05, Synergy_HSA=-1.73.